Predict the reaction yield, written as a fraction of the theoretical maximum amount of product (1.0 means a 100% yield; for example, 0.34 means a 34% yield). From a dataset of Reaction yield outcomes from USPTO patents with 853,638 reactions. (1) The product is [CH3:1][NH:2][CH2:3][C:4]1[CH:5]=[C:6]([C:10]2[O:11][C:12]3[C:18]([C:19]([NH2:24])=[O:21])=[CH:17][CH:16]=[CH:15][C:13]=3[N:14]=2)[CH:7]=[CH:8][CH:9]=1. The catalyst is C(O)C. The yield is 0.210. The reactants are [CH3:1][NH:2][CH2:3][C:4]1[CH:5]=[C:6]([C:10]2[O:11][C:12]3[C:18]([C:19]([O:21]C)=O)=[CH:17][CH:16]=[CH:15][C:13]=3[N:14]=2)[CH:7]=[CH:8][CH:9]=1.O.[NH4+:24]. (2) The reactants are [CH:1]([C:3]1[CH:4]=[C:5]([CH:8]=[CH:9][C:10]=1[N:11]1[C:15]2=[N:16][CH:17]=[CH:18][C:19]([I:20])=[C:14]2[C:13]([CH:21]([CH3:23])[CH3:22])=[N:12]1)[C:6]#[N:7])=O.[CH3:24][NH:25][CH3:26]. The catalyst is C(O)(=O)C.CO. The product is [CH3:24][N:25]([CH2:1][C:3]1[CH:4]=[C:5]([CH:8]=[CH:9][C:10]=1[N:11]1[C:15]2=[N:16][CH:17]=[CH:18][C:19]([I:20])=[C:14]2[C:13]([CH:21]([CH3:23])[CH3:22])=[N:12]1)[C:6]#[N:7])[CH3:26]. The yield is 0.400. (3) The reactants are O1CCCOC1C1N(C)C(C2SC3C(=NC=CC=3[O:22][C:23]3[CH:28]=[CH:27][C:26]([N+:29]([O-:31])=[O:30])=[CH:25][C:24]=3[F:32])C=2)=NC=1.[O:33]1[CH2:37][CH2:36][O:35][CH:34]1[C:38]1[CH:39]=[CH:40][C:41]([C:44]2[S:52][C:51]3[C:46](=[N:47][CH:48]=[CH:49][C:50]=3Cl)[CH:45]=2)=[N:42][CH:43]=1. No catalyst specified. The product is [O:33]1[CH2:37][CH2:36][O:35][CH:34]1[C:38]1[CH:39]=[CH:40][C:41]([C:44]2[S:52][C:51]3[C:46](=[N:47][CH:48]=[CH:49][C:50]=3[O:22][C:23]3[CH:28]=[CH:27][C:26]([N+:29]([O-:31])=[O:30])=[CH:25][C:24]=3[F:32])[CH:45]=2)=[N:42][CH:43]=1. The yield is 0.720. (4) The reactants are [CH3:1][C:2]1[CH:3]=[C:4]2[C:8](=[CH:9][CH:10]=1)[NH:7][C:6]([C:11]([OH:13])=O)=[CH:5]2.[CH3:14][O:15][C:16](=[O:23])[C@@H:17]([CH2:19][CH:20]([CH3:22])[CH3:21])[NH2:18]. No catalyst specified. The product is [CH3:21][CH:20]([CH3:22])[CH2:19][C@@H:17]([NH:18][C:11]([C:6]1[NH:7][C:8]2[C:4]([CH:5]=1)=[CH:3][C:2]([CH3:1])=[CH:10][CH:9]=2)=[O:13])[C:16]([O:15][CH3:14])=[O:23]. The yield is 0.500. (5) The reactants are [NH2:1][C:2]1[CH:3]=[CH:4][CH:5]=[C:6]2[C:11]=1[N:10]=[CH:9][CH:8]=[CH:7]2.[Cl:12][C:13]1[CH:18]=[CH:17][C:16]([S:19](Cl)(=[O:21])=[O:20])=[C:15]([N+:23]([O-:25])=[O:24])[CH:14]=1.N1C=CC=CC=1. The catalyst is CN(C1C=CN=CC=1)C.C(Cl)Cl. The product is [Cl:12][C:13]1[CH:18]=[CH:17][C:16]([S:19]([NH:1][C:2]2[CH:3]=[CH:4][CH:5]=[C:6]3[C:11]=2[N:10]=[CH:9][CH:8]=[CH:7]3)(=[O:21])=[O:20])=[C:15]([N+:23]([O-:25])=[O:24])[CH:14]=1. The yield is 0.160.